From a dataset of NCI-60 drug combinations with 297,098 pairs across 59 cell lines. Regression. Given two drug SMILES strings and cell line genomic features, predict the synergy score measuring deviation from expected non-interaction effect. (1) Drug 1: CC1=C2C(C(=O)C3(C(CC4C(C3C(C(C2(C)C)(CC1OC(=O)C(C(C5=CC=CC=C5)NC(=O)OC(C)(C)C)O)O)OC(=O)C6=CC=CC=C6)(CO4)OC(=O)C)OC)C)OC. Drug 2: CC(C)(C#N)C1=CC(=CC(=C1)CN2C=NC=N2)C(C)(C)C#N. Cell line: NCI-H322M. Synergy scores: CSS=50.3, Synergy_ZIP=11.4, Synergy_Bliss=9.59, Synergy_Loewe=-20.9, Synergy_HSA=10.5. (2) Drug 1: CC1=C(C=C(C=C1)C(=O)NC2=CC(=CC(=C2)C(F)(F)F)N3C=C(N=C3)C)NC4=NC=CC(=N4)C5=CN=CC=C5. Drug 2: CC1=C2C(C(=O)C3(C(CC4C(C3C(C(C2(C)C)(CC1OC(=O)C(C(C5=CC=CC=C5)NC(=O)OC(C)(C)C)O)O)OC(=O)C6=CC=CC=C6)(CO4)OC(=O)C)O)C)O. Cell line: EKVX. Synergy scores: CSS=1.46, Synergy_ZIP=6.85, Synergy_Bliss=10.6, Synergy_Loewe=-3.08, Synergy_HSA=-1.73. (3) Drug 1: CS(=O)(=O)OCCCCOS(=O)(=O)C. Drug 2: COCCOC1=C(C=C2C(=C1)C(=NC=N2)NC3=CC=CC(=C3)C#C)OCCOC.Cl. Cell line: ACHN. Synergy scores: CSS=33.2, Synergy_ZIP=2.70, Synergy_Bliss=3.23, Synergy_Loewe=-1.52, Synergy_HSA=5.47. (4) Drug 1: CC1=C(C(CCC1)(C)C)C=CC(=CC=CC(=CC(=O)O)C)C. Drug 2: COCCOC1=C(C=C2C(=C1)C(=NC=N2)NC3=CC=CC(=C3)C#C)OCCOC.Cl. Cell line: NCI/ADR-RES. Synergy scores: CSS=-2.39, Synergy_ZIP=-2.09, Synergy_Bliss=-5.28, Synergy_Loewe=-5.32, Synergy_HSA=-4.57. (5) Drug 1: CC(C1=C(C=CC(=C1Cl)F)Cl)OC2=C(N=CC(=C2)C3=CN(N=C3)C4CCNCC4)N. Drug 2: C1CCN(CC1)CCOC2=CC=C(C=C2)C(=O)C3=C(SC4=C3C=CC(=C4)O)C5=CC=C(C=C5)O. Cell line: MDA-MB-435. Synergy scores: CSS=14.7, Synergy_ZIP=8.94, Synergy_Bliss=14.7, Synergy_Loewe=1.70, Synergy_HSA=9.51. (6) Drug 1: C1CN1C2=NC(=NC(=N2)N3CC3)N4CC4. Drug 2: CC1OCC2C(O1)C(C(C(O2)OC3C4COC(=O)C4C(C5=CC6=C(C=C35)OCO6)C7=CC(=C(C(=C7)OC)O)OC)O)O. Cell line: TK-10. Synergy scores: CSS=27.3, Synergy_ZIP=-1.86, Synergy_Bliss=-2.91, Synergy_Loewe=0.245, Synergy_HSA=2.49.